Dataset: Forward reaction prediction with 1.9M reactions from USPTO patents (1976-2016). Task: Predict the product of the given reaction. (1) Given the reactants [Cl:1][C:2]1[C:7]([Cl:8])=[C:6](I)[CH:5]=[CH:4][N:3]=1.Cl.[F:11][C:12]1([C:18]2[CH:23]=[CH:22][CH:21]=[CH:20][CH:19]=2)[CH2:17][CH2:16][NH:15][CH2:14][CH2:13]1.CCN(C(C)C)C(C)C.C([O-])(O)=O.[Na+], predict the reaction product. The product is: [Cl:1][C:2]1[C:7]([Cl:8])=[C:6]([N:15]2[CH2:16][CH2:17][C:12]([F:11])([C:18]3[CH:19]=[CH:20][CH:21]=[CH:22][CH:23]=3)[CH2:13][CH2:14]2)[CH:5]=[CH:4][N:3]=1. (2) Given the reactants [C:1]([C:3]1[CH:8]=[CH:7][C:6]([C:9]2[CH:10]=[N:11][N:12]([C:15]3[CH:23]=[CH:22][C:18]([C:19]([OH:21])=O)=[CH:17][N:16]=3)[C:13]=2[OH:14])=[C:5]([CH3:24])[CH:4]=1)#[N:2].Cl.Cl.[CH:27]1([N:30]2[CH2:35][CH2:34][NH:33][CH2:32][C@@H:31]2[CH3:36])[CH2:29][CH2:28]1, predict the reaction product. The product is: [CH:27]1([N:30]2[CH2:35][CH2:34][N:33]([C:19]([C:18]3[CH:22]=[CH:23][C:15]([N:12]4[C:13]([OH:14])=[C:9]([C:6]5[CH:7]=[CH:8][C:3]([C:1]#[N:2])=[CH:4][C:5]=5[CH3:24])[CH:10]=[N:11]4)=[N:16][CH:17]=3)=[O:21])[CH2:32][C@@H:31]2[CH3:36])[CH2:29][CH2:28]1.